The task is: Predict the product of the given reaction.. This data is from Forward reaction prediction with 1.9M reactions from USPTO patents (1976-2016). Given the reactants [F:1][C:2]1([F:25])[O:6][C:5]2[CH:7]=[CH:8][CH:9]=[C:10]([N:11]3[CH:16]=[CH:15][C:14](=O)[C:13]([C:18](=[O:24])/[CH:19]=[CH:20]/N(C)C)=[N:12]3)[C:4]=2[O:3]1.[NH:26]([C:28]1[CH:33]=[CH:32][N:31]=[C:30]([CH3:34])[CH:29]=1)[NH2:27], predict the reaction product. The product is: [F:1][C:2]1([F:25])[O:6][C:5]2[CH:7]=[CH:8][CH:9]=[C:10]([N:11]3[CH:20]=[CH:19][C:18](=[O:24])[C:13]([C:14]4[N:26]([C:28]5[CH:33]=[CH:32][N:31]=[C:30]([CH3:34])[CH:29]=5)[N:27]=[CH:16][CH:15]=4)=[N:12]3)[C:4]=2[O:3]1.